This data is from Experimentally validated miRNA-target interactions with 360,000+ pairs, plus equal number of negative samples. The task is: Binary Classification. Given a miRNA mature sequence and a target amino acid sequence, predict their likelihood of interaction. (1) The miRNA is mmu-miR-7233-3p with sequence UAUUGUCUGCCUUUAGGUCUAC. The protein sequence of the target gene is MEGLVLLKALVTRLLFLLHSLVAVWRVTWVKEEHRYWLLALLNLLLVLETVLTLKFKRGRGYKWLSPAIFVYLVNIMPSLWLLEMHHGNQYCSTQSERMAQNFSRRGDVNQTLSSHRATNGMGNILELARGFVDNLSMVCEPVWTLGLHQTLLLILIIGRWLLPIGGTITRDQLSELLLMFVGTAADILEFTTETLKENNVRTNPTLVSGILVVWTWSMLQFPLDLAVQLKLVCPASVKARGFLRVFLCQYSADLWAIGLSFFIQDGPFLVVRLVLMIYFKVINHMLVFFAVKNSLVMAL.... Result: 0 (no interaction). (2) The miRNA is hsa-miR-340-5p with sequence UUAUAAAGCAAUGAGACUGAUU. The protein sequence of the target gene is MAAGIVASRRLRDLLTRRLTGSNYPGLSISLRLTGSSAQEEASGVALGEAPDHSYESLRVTSAQKHVLHVQLNRPNKRNAMNKVFWREMVECFNKISRDADCRAVVISGAGKMFTAGIDLMDMASDILQPKGDDVARISWYLRDIITRYQETFNVIERCPKPVIAAVHGGCIGGGVDLVTACDIRYCAQDAFFQVKEVDVGLAADVGTLQRLPKVIGNQSLVNELAFTARKMMADEALGSGLVSRVFPDKEVMLDAALALAAEISSKSPVAVQSTKVNLLYSRDHSVAESLNYVASWNMS.... Result: 1 (interaction). (3) The miRNA is hsa-miR-6515-3p with sequence UCUCUUCAUCUACCCCCCAG. The protein sequence of the target gene is MARGPQTLVQVWVGGQLFQADRALLVEHCGFFRGLFRSGMRETRAAEVRLGVLSAGGFRATLQVLRGDRPALAAEDELLQAVECAAFLQAPALARFLEHNLTSDNCALLCDAAAAFGLRDVFHSAALFICDGERELAAELALPEARAYVAALRPSSYAAVSTHTPAPGFLEDASRTLCYLDEEEDAWRTLAALPLEASTLLAGVATLGNKLYIVGGVRGASKEVVELGFCYDPDGGTWHEFPSPHQPRYDTALAGFDGRLYAIGGEFQRTPISSVERYDPAAGCWSFVADLPQPAAGVPC.... Result: 1 (interaction). (4) The miRNA is hsa-miR-7107-3p with sequence UGGUCUGUUCAUUCUCUCUUUUUGGCC. The protein sequence of the target gene is MTPASRSACRWALLLLAVLWPQQRAAGSGIFQLRLQEFVNQRGMLANGQSCEPGCRTFFRICLKHFQATFSEGPCTFGNVSTPVLGTNSFVVRDKNSGSGRNPLQLPFNFTWPGTFSLNIQAWHTPGDDLRPETSPGNSLISQIIIQGSLAVGKIWRTDEQNDTLTRLSYSYRVICSDNYYGESCSRLCKKRDDHFGHYECQPDGSLSCLPGWTGKYCDQPICLSGCHEQNGYCSKPDECICRPGWQGRLCNECIPHNGCRHGTCSIPWQCACDEGWGGLFCDQDLNYCTHHSPCKNGST.... Result: 0 (no interaction). (5) The protein sequence of the target gene is MEPDSVIEDKTIELMCSVPRSLWLGCANLVESMCALSCLQSMPSVRCLQISNGTSSVIVSRKRPSEGNYQKEKDLCIKYFDQWSESDQVEFVEHLISRMCHYQHGHINSYLKPMLQRDFITALPEQGLDHIAENILSYLDARSLCAAELVCKEWQRVISEGMLWKKLIERMVRTDPLWKGLSERRGWDQYLFKNRPTDGPPNSFYRSLYPKIIQDIETIESNWRCGRHNLQRIQCRSENSKGVYCLQYDDEKIISGLRDNSIKIWDKTSLECLKVLTGHTGSVLCLQYDERVIVTGSSDS.... Result: 1 (interaction). The miRNA is hsa-miR-4434 with sequence AGGAGAAGUAAAGUAGAA. (6) The miRNA is hsa-miR-3124-3p with sequence ACUUUCCUCACUCCCGUGAAGU. The protein sequence of the target gene is MFSQQQQQQLQQQQQQLQQLQQQQLQQQQLQQQQLLQLQQLLQQSPPQAPLPMAVSRGLPPQQPQQPLLNLQGTNSASLLNGSMLQRALLLQQLQGLDQFAMPPATYDTAGLTMPTATLGNLRGYGMASPGLAAPSLTPPQLATPNLQQFFPQATRQSLLGPPPVGVPMNPSQFNLSGRNPQKQARTSSSTTPNRKDSSSQTMPVEDKSDPPEGSEEAAEPRMDTPEDQDLPPCPEDIAKEKRTPAPEPEPCEASELPAKRLRSSEEPTEKEPPGQLQVKAQPQARMTVPKQTQTPDLLP.... Result: 0 (no interaction). (7) The miRNA is hsa-miR-3182 with sequence GCUUCUGUAGUGUAGUC. The protein sequence of the target gene is MSGAALGLEIVFVFFLALFLLHRYGDFKKQHRLVIIGTLLAWYLCFLIVFILPLDVSTTIYNRCKHAAANSSPPENSNITGLYATANPVPSQHPCFKPWSYIPDGIMPIFWRVVYWTSQFLTWILLPFMQSYARSGGFSITGKIKTALIENAIYYGTYLLIFGAFLIYVAVNPHLHLEWNQLQTIGIAAANTWGLFLLVLLLGYGLVEIPRSYWNGAKRGYLLMKTYFKAAKLMTEKADAEENLEDAMEEVRKVNESIKYNHPLRKCVDTILKKCPTEYQEKMGRNMDDYEDFDEKHSIY.... Result: 0 (no interaction). (8) The miRNA is hsa-miR-6734-5p with sequence UUGAGGGGAGAAUGAGGUGGAGA. The protein sequence of the target gene is MPSKTKYNLVDDGHDLRIPLHNEDAFQHGICFEAKYVGSLDVPRPNSRVEIVAAMRRIRYEFKAKNIKKKKVSIMVSVDGVKVILKKKKKLLLLQKKEWTWDESKMLVMQDPIYRIFYVSHDSQDLKIFSYIARDGASNIFRCNVFKSKKKSQAMRIVRTVGQAFEVCHKLSLQHTQQNADGQEDGESERNSNSSGDPGRQLTGAERASTATAEETDIDAVEVPLPGNDVLEFSRGVTDLDAVGKEGGSHTGSKVSHPQEPMLTASPRMLLPSSSSKPPGLGTETPLSTHHQMQLLQQLL.... Result: 1 (interaction).